This data is from Experimentally validated miRNA-target interactions with 360,000+ pairs, plus equal number of negative samples. The task is: Binary Classification. Given a miRNA mature sequence and a target amino acid sequence, predict their likelihood of interaction. (1) The miRNA is hsa-miR-616-3p with sequence AGUCAUUGGAGGGUUUGAGCAG. The protein sequence of the target gene is MDPVANSCVRNPQPPAPVWGCLRNPHSEDSSASGLSHYPPTPFSFHQKSDFPATAAYPDFSASCLAATPHSLPRTERIFNEQHPAFPQTPDWHFPISEAGQRLNLGPAGSAREMGAGSPGLVDGTAGLGEDCMVLGTIANETEKKSSRRKKERSDNQENGGGKPEGSSKARKERTAFTKEQLRELEAEFAHHNYLTRLRRYEIAVNLDLSERQVKVWFQNRRMKWKRVKGGQPVSPQEQDREDGDSAASPSSE. Result: 0 (no interaction). (2) The miRNA is hsa-miR-505-5p with sequence GGGAGCCAGGAAGUAUUGAUGU. The protein sequence of the target gene is MLFPLQVAAVTSSVRDDPLEHCVSPRTRARSPEICKMADNLDEFIEEQKARLAEDKAELESDPPYMEMKGKLSAKLSENSKILISMAKENIPPNSQQTRGSLGIDYGLSLPLGEDYERKKHKLKEELRQDYRRYLTQGITQGKRKKNFLSTSETDPSTLGVSLPIGERLSAKERLKLERNKEYNQFLRGKEESSEKFRQVEKSTEPKSQRNKKPIGQVKPDLTSQIQTSCENSEGPRKDVLTPSEAYEELLNQRRLEEDRYRQLDDEIELRNRRIIKKANEEVGISNLKHQRFASKAGIP.... Result: 1 (interaction). (3) The miRNA is hsa-miR-365a-3p with sequence UAAUGCCCCUAAAAAUCCUUAU. The protein sequence of the target gene is MGRCCFYTAGTLSLLLLVTSVTLLVARVFQKAVDQSIEKKIVLRNGTEAFDSWEKPPLPVYTQFYFFNVTNPEEILRGETPRVEEVGPYTYRELRNKANIQFGDNGTTISAVSNKAYVFERDQSVGDPKIDLIRTLNIPVLTVIEWSQVHFLREIIEAMLKAYQQKLFVTHTVDELLWGYKDEILSLIHVFRPDISPYFGLFYEKNGTNDGDYVFLTGEDSYLNFTKIVEWNGKTSLDWWITDKCNMINGTDGDSFHPLITKDEVLYVFPSDFCRSVYITFSDYESVQGLPAFRYKVPAE.... Result: 1 (interaction).